Task: Binary Classification. Given a drug SMILES string, predict its activity (active/inactive) in a high-throughput screening assay against a specified biological target.. Dataset: M1 muscarinic receptor agonist screen with 61,833 compounds The drug is O(S(=O)Nc1c2nccnc2ccc1)c1ccc(cc1)C. The result is 0 (inactive).